Dataset: Blood-brain barrier penetration binary classification data from Martins et al.. Task: Regression/Classification. Given a drug SMILES string, predict its absorption, distribution, metabolism, or excretion properties. Task type varies by dataset: regression for continuous measurements (e.g., permeability, clearance, half-life) or binary classification for categorical outcomes (e.g., BBB penetration, CYP inhibition). Dataset: bbb_martins. (1) The compound is CSCC[C@H](NC(C)=O)C(=O)Oc1ccc(NC(C)=O)cc1. The result is 1 (penetrates BBB). (2) The drug is COc1ccc2nc(S(=O)Cc3ncc(C)c(OC)c3C)[nH]c2c1. The result is 0 (does not penetrate BBB). (3) The molecule is CC[C@H](NC(=O)c1c(OCCCC(=O)O)c(-c2ccccc2)nc2ccccc12)c1ccccc1. The result is 0 (does not penetrate BBB). (4) The drug is CCN(CC)CC(=O)OCC(=O)[C@@]1(O)CC[C@H]2[C@@H]3CCC4=CC(=O)CC[C@]4(C)[C@H]3[C@@H](O)C[C@@]21C. The result is 1 (penetrates BBB). (5) The compound is CCO[C@H]1C[C@@]2(C)[C@@H](CC[C@H]3[C@@H]4CC[C@H](C(C)=O)[C@@]4(C)C[C@@H](N(C)C)[C@@H]32)C[C@@H]1O. The result is 1 (penetrates BBB).